Predict which catalyst facilitates the given reaction. From a dataset of Catalyst prediction with 721,799 reactions and 888 catalyst types from USPTO. (1) Reactant: C1([SiH2]C2C=CC=CC=2)C=CC=CC=1.[Cl:14][C:15]1[CH:29]=[C:28]([CH2:30][C:31]([N:33]2[C:41]3[C:36](=[CH:37][C:38]([C:42]4[CH:47]=[CH:46][C:45]([C:48]([F:51])([F:50])[F:49])=[CH:44][CH:43]=4)=[CH:39][CH:40]=3)[C:35]([CH3:53])([CH3:52])[CH2:34]2)=O)[CH:27]=[CH:26][C:16]=1[O:17][CH2:18][C:19]([O:21][C:22]([CH3:25])([CH3:24])[CH3:23])=[O:20]. Product: [Cl:14][C:15]1[CH:29]=[C:28]([CH2:30][CH2:31][N:33]2[C:41]3[C:36](=[CH:37][C:38]([C:42]4[CH:43]=[CH:44][C:45]([C:48]([F:49])([F:51])[F:50])=[CH:46][CH:47]=4)=[CH:39][CH:40]=3)[C:35]([CH3:53])([CH3:52])[CH2:34]2)[CH:27]=[CH:26][C:16]=1[O:17][CH2:18][C:19]([O:21][C:22]([CH3:25])([CH3:24])[CH3:23])=[O:20]. The catalyst class is: 1. (2) Reactant: [C:1]([NH:5][C:6]([C:8]1[C:16]2[C:11](=[N:12][CH:13]=[C:14]([NH:17][C:18]3[CH:23]=[CH:22][C:21]([S:24]([CH3:27])(=[O:26])=[O:25])=[CH:20][CH:19]=3)[N:15]=2)[N:10](COCC[Si](C)(C)C)[CH:9]=1)=[O:7])([CH3:4])([CH3:3])[CH3:2].FC(F)(F)C(O)=O. Product: [C:1]([NH:5][C:6]([C:8]1[C:16]2[C:11](=[N:12][CH:13]=[C:14]([NH:17][C:18]3[CH:19]=[CH:20][C:21]([S:24]([CH3:27])(=[O:26])=[O:25])=[CH:22][CH:23]=3)[N:15]=2)[NH:10][CH:9]=1)=[O:7])([CH3:4])([CH3:3])[CH3:2]. The catalyst class is: 4. (3) Reactant: [N:1]1([CH2:6][CH2:7][CH2:8][CH2:9][C:10]2[N:15]=[CH:14][C:13](B(O)O)=[CH:12][N:11]=2)[CH:5]=[CH:4][N:3]=[N:2]1.[OH2:19].OO. Product: [N:1]1([CH2:6][CH2:7][CH2:8][CH2:9][C:10]2[N:15]=[CH:14][C:13]([OH:19])=[CH:12][N:11]=2)[CH:5]=[CH:4][N:3]=[N:2]1. The catalyst class is: 220. (4) Reactant: [CH2:1]([N:8]1[CH2:31][CH2:30][C:11]2([N:15]=[C:14]([C:16]3[CH:21]=[CH:20][C:19]([Br:22])=[CH:18][CH:17]=3)[N:13]([CH2:23][C@@H:24]3[CH2:28][CH2:27][NH:26][CH2:25]3)[C:12]2=[O:29])[CH2:10][CH2:9]1)[C:2]1[CH:7]=[CH:6][CH:5]=[CH:4][CH:3]=1.C(N(CC)CC)C.[CH:39]1([C:42](Cl)=[O:43])[CH2:41][CH2:40]1.CO. Product: [CH2:1]([N:8]1[CH2:9][CH2:10][C:11]2([N:15]=[C:14]([C:16]3[CH:21]=[CH:20][C:19]([Br:22])=[CH:18][CH:17]=3)[N:13]([CH2:23][C@@H:24]3[CH2:28][CH2:27][N:26]([C:42]([CH:39]4[CH2:41][CH2:40]4)=[O:43])[CH2:25]3)[C:12]2=[O:29])[CH2:30][CH2:31]1)[C:2]1[CH:3]=[CH:4][CH:5]=[CH:6][CH:7]=1. The catalyst class is: 2.